From a dataset of Forward reaction prediction with 1.9M reactions from USPTO patents (1976-2016). Predict the product of the given reaction. (1) Given the reactants CC1(C)COB([C:8]2[CH:9]=[C:10]([C:14]3[N:18]=[CH:17][N:16]([CH3:19])[N:15]=3)[CH:11]=[CH:12][CH:13]=2)OC1.[Br:21]C1N2N=CC(C(F)(F)F)=NC2=NC=1.C([O-])([O-])=O.[Na+].[Na+], predict the reaction product. The product is: [Br:21][C:8]1[CH:9]=[C:10]([C:14]2[N:18]=[CH:17][N:16]([CH3:19])[N:15]=2)[CH:11]=[CH:12][CH:13]=1. (2) The product is: [Cl:65][C:66]1[C:74]([Cl:75])=[CH:73][CH:72]=[CH:71][C:67]=1[C:47]([N:44]1[CH2:45][CH2:46][C:40]2[C:39]([C:54]3[NH:58][N:57]=[CH:56][C:55]=3[F:9])=[N:38][C:37]([CH3:36])=[N:42][C:41]=2[CH2:43]1)=[O:49]. Given the reactants ClC1C(C(F)(F)[F:9])=CC=CC=1C(N1CCC2C(C3N(C4CCCCO4)N=CC=3)=NC(C)=NC=2C1)=O.[CH3:36][C:37]1[N:38]=[C:39]([C:54]2[N:58](C3CCCCO3)[N:57]=[CH:56][CH:55]=2)[C:40]2[CH2:46][CH2:45][N:44]([C:47]([O:49]C(C)(C)C)=O)[CH2:43][C:41]=2[N:42]=1.[Cl:65][C:66]1[C:74]([Cl:75])=[CH:73][CH:72]=[CH:71][C:67]=1C(O)=O.ClC1C(C(F)(F)F)=CC=CC=1C(O)=O, predict the reaction product. (3) The product is: [CH2:1]([N:8]1[C@@H:13]([CH2:14][O:15][CH2:47][C:48]([F:51])([F:50])[F:49])[CH2:12][O:11][C@@H:10]([C:16]([N:18]([CH:39]2[CH2:40][CH2:41]2)[C@@H:19]([C:21]2[C:29]3[C:24](=[N:25][C:26]([CH3:30])=[CH:27][CH:28]=3)[N:23]([CH2:31][CH2:32][CH2:33][NH:34][C:35](=[O:38])[O:36][CH3:37])[N:22]=2)[CH3:20])=[O:17])[CH2:9]1)[C:2]1[CH:7]=[CH:6][CH:5]=[CH:4][CH:3]=1. Given the reactants [CH2:1]([N:8]1[C@@H:13]([CH2:14][OH:15])[CH2:12][O:11][C@@H:10]([C:16]([N:18]([CH:39]2[CH2:41][CH2:40]2)[C@@H:19]([C:21]2[C:29]3[C:24](=[N:25][C:26]([CH3:30])=[CH:27][CH:28]=3)[N:23]([CH2:31][CH2:32][CH2:33][NH:34][C:35](=[O:38])[O:36][CH3:37])[N:22]=2)[CH3:20])=[O:17])[CH2:9]1)[C:2]1[CH:7]=[CH:6][CH:5]=[CH:4][CH:3]=1.[H-].[Na+].FC(F)(S(O[CH2:47][C:48]([F:51])([F:50])[F:49])(=O)=O)C(F)(F)[C:47](F)(F)[C:48]([F:51])([F:50])[F:49], predict the reaction product. (4) Given the reactants [F:11][C:10]([F:13])([F:12])[S:7](O[S:7]([C:10]([F:13])([F:12])[F:11])(=[O:9])=[O:8])(=[O:9])=[O:8].[Cl:16][C:17]1[CH:22]=[CH:21][C:20]([NH2:23])=[C:19]([S:24][C:25]2[CH:30]=[CH:29][C:28]([Cl:31])=[CH:27][CH:26]=2)[CH:18]=1.O, predict the reaction product. The product is: [Cl:16][C:17]1[CH:22]=[CH:21][C:20]([NH:23][S:7]([C:10]([F:11])([F:12])[F:13])(=[O:8])=[O:9])=[C:19]([S:24][C:25]2[CH:30]=[CH:29][C:28]([Cl:31])=[CH:27][CH:26]=2)[CH:18]=1. (5) Given the reactants [CH3:1][N:2]1[C:10]2[C:5](=[CH:6][C:7]([C:11]3[O:20][C:14]4[NH:15][C:16](=O)[N:17]=[CH:18][C:13]=4[C:12]=3[C:21]3[CH:26]=[C:25]([O:27][CH3:28])[C:24]([O:29][CH3:30])=[C:23]([O:31][CH3:32])[CH:22]=3)=[CH:8][CH:9]=2)[CH:4]=[CH:3]1.P(Cl)(Cl)([Cl:35])=O, predict the reaction product. The product is: [Cl:35][C:16]1[N:17]=[CH:18][C:13]2[C:12]([C:21]3[CH:22]=[C:23]([O:31][CH3:32])[C:24]([O:29][CH3:30])=[C:25]([O:27][CH3:28])[CH:26]=3)=[C:11]([C:7]3[CH:6]=[C:5]4[C:10](=[CH:9][CH:8]=3)[N:2]([CH3:1])[CH:3]=[CH:4]4)[O:20][C:14]=2[N:15]=1. (6) Given the reactants Cl[C:2]1[C:11]([CH:12]=[O:13])=[CH:10][C:9]2[C:4](=[CH:5][C:6]([F:16])=[C:7]([O:14][CH3:15])[CH:8]=2)[N:3]=1.[CH2:17]([NH2:19])[CH3:18], predict the reaction product. The product is: [CH2:17]([NH:19][C:2]1[C:11]([CH:12]=[O:13])=[CH:10][C:9]2[C:4](=[CH:5][C:6]([F:16])=[C:7]([O:14][CH3:15])[CH:8]=2)[N:3]=1)[CH3:18]. (7) Given the reactants [NH2:1][C:2]1[C:3]([OH:17])=[C:4]([S:9]([N:12]([O:15][CH3:16])[CH2:13][CH3:14])(=[O:11])=[O:10])[C:5](Cl)=[CH:6][CH:7]=1.[H][H], predict the reaction product. The product is: [NH2:1][C:2]1[C:3]([OH:17])=[C:4]([S:9]([N:12]([CH2:13][CH3:14])[O:15][CH3:16])(=[O:10])=[O:11])[CH:5]=[CH:6][CH:7]=1.